Task: Predict which catalyst facilitates the given reaction.. Dataset: Catalyst prediction with 721,799 reactions and 888 catalyst types from USPTO (1) Reactant: CC(C)([O-])C.[K+].[NH2:7][C:8]1[S:12][C:11]2[CH2:13][CH2:14][CH2:15][CH2:16][C:10]=2[C:9]=1[C:17]([C:19]1[CH:24]=[CH:23][C:22]([CH3:25])=[CH:21][CH:20]=1)=O.[C:26](OCC)(=[O:34])[CH2:27][CH2:28][C:29]([O:31]CC)=[O:30].Cl. Product: [OH:34][C:26]1[N:7]=[C:8]2[S:12][C:11]3[CH2:13][CH2:14][CH2:15][CH2:16][C:10]=3[C:9]2=[C:17]([C:19]2[CH:24]=[CH:23][C:22]([CH3:25])=[CH:21][CH:20]=2)[C:27]=1[CH2:28][C:29]([OH:31])=[O:30]. The catalyst class is: 371. (2) Reactant: [CH2:1]([C@@H:3]([C:9]1[CH:14]=[CH:13][CH:12]=[C:11]([O:15][CH2:16][C:17]2[CH:22]=[CH:21][CH:20]=[CH:19][CH:18]=2)[CH:10]=1)[C@@H:4]([CH3:8])[C:5](O)=[O:6])[CH3:2].C(Cl)(=O)C(Cl)=O.Cl.[CH3:30][NH:31][CH3:32].C(N(CC)CC)C.Cl. Product: [CH2:1]([C@@H:3]([C:9]1[CH:14]=[CH:13][CH:12]=[C:11]([O:15][CH2:16][C:17]2[CH:22]=[CH:21][CH:20]=[CH:19][CH:18]=2)[CH:10]=1)[C@@H:4]([CH3:8])[C:5]([N:31]([CH3:32])[CH3:30])=[O:6])[CH3:2]. The catalyst class is: 4. (3) Reactant: [N:1]1([CH:7]2[CH2:12][CH2:11][N:10]([CH2:13][CH2:14][CH2:15][C:16]3[C:17]([C:29]4[CH:34]=[CH:33][CH:32]=[CH:31][CH:30]=4)=[N:18][C:19]4[C:24]([C:25]=3[C:26](O)=[O:27])=[CH:23][CH:22]=[CH:21][CH:20]=4)[CH2:9][CH2:8]2)[CH2:6][CH2:5][CH2:4][CH2:3][CH2:2]1.CCN(CC)CC.[CH:42]1([C@@H:48]([NH2:50])[CH3:49])[CH2:47][CH2:46][CH2:45][CH2:44][CH2:43]1. Product: [CH:42]1([C@@H:48]([NH:50][C:26]([C:25]2[C:20]3[C:19](=[CH:24][CH:23]=[CH:22][CH:21]=3)[N:18]=[C:17]([C:29]3[CH:34]=[CH:33][CH:32]=[CH:31][CH:30]=3)[C:16]=2[CH2:15][CH2:14][CH2:13][N:10]2[CH2:9][CH2:8][CH:7]([N:1]3[CH2:2][CH2:3][CH2:4][CH2:5][CH2:6]3)[CH2:12][CH2:11]2)=[O:27])[CH3:49])[CH2:47][CH2:46][CH2:45][CH2:44][CH2:43]1. The catalyst class is: 1.